This data is from Forward reaction prediction with 1.9M reactions from USPTO patents (1976-2016). The task is: Predict the product of the given reaction. (1) Given the reactants [CH2:1]([O:3][C:4](=[O:22])[CH2:5][C:6]1[CH:11]=[CH:10][CH:9]=[C:8]([O:12][C:13]2[CH:18]=[CH:17][C:16]([Br:19])=[CH:15][C:14]=2[CH2:20]Br)[CH:7]=1)[CH3:2].[NH:23]1[CH2:27][CH2:26][CH2:25][C:24]1=[O:28].[H-].[Na+], predict the reaction product. The product is: [CH2:1]([O:3][C:4](=[O:22])[CH2:5][C:6]1[CH:11]=[CH:10][CH:9]=[C:8]([O:12][C:13]2[CH:18]=[CH:17][C:16]([Br:19])=[CH:15][C:14]=2[CH2:20][N:23]2[CH2:27][CH2:26][CH2:25][C:24]2=[O:28])[CH:7]=1)[CH3:2]. (2) The product is: [N:12]1([C:7]([C:5]2[CH:4]=[N:3][N:2]([CH3:1])[CH:6]=2)=[O:9])[CH2:13][CH2:16][CH2:15]1. Given the reactants [CH3:1][N:2]1[CH:6]=[C:5]([C:7]([OH:9])=O)[CH:4]=[N:3]1.CC[N:12]([CH2:15][CH3:16])[CH2:13]C.N1CCC1, predict the reaction product. (3) The product is: [CH:61]([C:64]1[CH:69]=[CH:68][C:67]([CH3:70])=[CH:66][C:65]=1[N:71]1[C:4](=[O:3])[CH2:5][S:73]/[C:72]/1=[N:74]\[C:33]([NH:32][CH2:35][CH:36]([C:39]1[CH:40]=[CH:41][C:42]([C:45]2[N:49]=[CH:48][N:47]([C:50]3[CH:51]=[CH:52][C:53]([O:56][C:57]([F:59])([F:58])[F:60])=[CH:54][CH:55]=3)[N:46]=2)=[CH:43][CH:44]=1)[CH2:37][CH3:38])=[O:34])([CH3:63])[CH3:62]. Given the reactants FC(F)(F)[O:3][C:4]1C=CC(N2C=NC(C3C=CC(C(CC)CC(N=[N+]=[N-])=O)=CC=3)=N2)=C[CH:5]=1.[N:32]([CH2:35][CH:36]([C:39]1[CH:44]=[CH:43][C:42]([C:45]2[N:49]=[CH:48][N:47]([C:50]3[CH:55]=[CH:54][C:53]([O:56][C:57]([F:60])([F:59])[F:58])=[CH:52][CH:51]=3)[N:46]=2)=[CH:41][CH:40]=1)[CH2:37][CH3:38])=[C:33]=[O:34].[CH:61]([C:64]1[CH:69]=[CH:68][C:67]([CH3:70])=[CH:66][C:65]=1[NH:71][C:72]([NH2:74])=[S:73])([CH3:63])[CH3:62], predict the reaction product. (4) Given the reactants [F:1][C:2]1[C:7]([NH2:8])=[CH:6][CH:5]=[C:4]([F:9])[C:3]=1[NH:10][C:11]1[C:16]([C:17]2[N:25]=[CH:24][N:23]=[C:22]3[C:18]=2[N:19]=[CH:20][N:21]3[CH:26]2[CH2:31][CH2:30][CH2:29][CH2:28][O:27]2)=[CH:15][CH:14]=[CH:13][N:12]=1.[CH3:32][C:33]1[CH:38]=[CH:37][CH:36]=[CH:35][C:34]=1[S:39](Cl)(=[O:41])=[O:40].N1C=CC=CC=1, predict the reaction product. The product is: [F:1][C:2]1[C:3]([NH:10][C:11]2[C:16]([C:17]3[N:25]=[CH:24][N:23]=[C:22]4[C:18]=3[N:19]=[CH:20][N:21]4[CH:26]3[CH2:31][CH2:30][CH2:29][CH2:28][O:27]3)=[CH:15][CH:14]=[CH:13][N:12]=2)=[C:4]([F:9])[CH:5]=[CH:6][C:7]=1[NH:8][S:39]([C:34]1[CH:35]=[CH:36][CH:37]=[CH:38][C:33]=1[CH3:32])(=[O:41])=[O:40]. (5) The product is: [OH:13][CH2:12][CH2:11][NH:10][C:2]1[CH:9]=[CH:8][C:5]([C:6]#[N:7])=[CH:4][CH:3]=1. Given the reactants F[C:2]1[CH:9]=[CH:8][C:5]([C:6]#[N:7])=[CH:4][CH:3]=1.[NH2:10][CH2:11][CH2:12][OH:13].C(=O)([O-])[O-].[K+].[K+].CS(C)=O, predict the reaction product. (6) Given the reactants C([N:8](C1CCCCC1)[C@H:9]([C:11](O)=[O:12])[CH3:10])(OC(C)(C)C)=O.[NH2:20][C@@H:21]([CH2:33][CH3:34])[CH:22]([C:24]1[O:25][C:26]2[CH:32]=[CH:31][CH:30]=[CH:29][C:27]=2[N:28]=1)[OH:23].C(Cl)CCl.[CH:39]1[CH:40]=[CH:41][C:42]2N(O)N=N[C:43]=2[CH:44]=1.CN1CCOCC1, predict the reaction product. The product is: [O:25]1[C:26]2[CH:32]=[CH:31][CH:30]=[CH:29][C:27]=2[N:28]=[C:24]1[CH:22]([OH:23])[C@@H:21]([NH:20][C:11](=[O:12])[C@@H:9]([NH2:8])[CH2:10][CH:43]1[CH2:42][CH2:41][CH2:40][CH2:39][CH2:44]1)[CH2:33][CH3:34]. (7) Given the reactants [F:1][C:2]1[CH:27]=[C:26]([F:28])[CH:25]=[CH:24][C:3]=1[O:4][C:5]1[C:6]([C:15]2[CH:16]=[C:17]([CH3:23])[C:18](=[O:22])[N:19]([CH3:21])[CH:20]=2)=[N:7][C:8](S(C)(=O)=O)=[N:9][CH:10]=1.[CH2:29]([S:31]([NH2:34])(=[O:33])=[O:32])[CH3:30], predict the reaction product. The product is: [F:1][C:2]1[CH:27]=[C:26]([F:28])[CH:25]=[CH:24][C:3]=1[O:4][C:5]1[C:6]([C:15]2[CH:16]=[C:17]([CH3:23])[C:18](=[O:22])[N:19]([CH3:21])[CH:20]=2)=[N:7][C:8]([NH:34][S:31]([CH2:29][CH3:30])(=[O:33])=[O:32])=[N:9][CH:10]=1. (8) The product is: [C:16]([O:15][NH:14][C:13]([C:11]1[S:10][C:9]2[CH:36]=[C:5]([C:3]([OH:4])=[O:2])[CH:6]=[CH:7][C:8]=2[CH:12]=1)=[O:35])([C:17]1[CH:22]=[CH:21][CH:20]=[CH:19][CH:18]=1)([C:23]1[CH:24]=[CH:25][CH:26]=[CH:27][CH:28]=1)[C:29]1[CH:30]=[CH:31][CH:32]=[CH:33][CH:34]=1. Given the reactants C[O:2][C:3]([C:5]1[CH:6]=[CH:7][C:8]2[CH:12]=[C:11]([C:13](=[O:35])[NH:14][O:15][C:16]([C:29]3[CH:34]=[CH:33][CH:32]=[CH:31][CH:30]=3)([C:23]3[CH:28]=[CH:27][CH:26]=[CH:25][CH:24]=3)[C:17]3[CH:22]=[CH:21][CH:20]=[CH:19][CH:18]=3)[S:10][C:9]=2[CH:36]=1)=[O:4].[OH-].[Na+], predict the reaction product.